Task: Predict the reactants needed to synthesize the given product.. Dataset: Full USPTO retrosynthesis dataset with 1.9M reactions from patents (1976-2016) (1) Given the product [F:1][C:2]([F:7])([F:6])[C:3]([OH:5])=[O:4].[Cl:8][C:9]1[N:10]=[CH:11][N:12]([C:14]2[CH:19]=[CH:18][C:17]([NH:20][C:21]3[N:38]=[C:24]4[CH:25]([C:31]5[CH:36]=[CH:35][C:34]([F:37])=[CH:33][CH:32]=5)[CH2:26][C:27]5([CH2:28][CH2:29][N:23]4[N:22]=3)[O:43][CH2:42][CH2:41][O:30]5)=[CH:16][C:15]=2[O:39][CH3:40])[CH:13]=1, predict the reactants needed to synthesize it. The reactants are: [F:1][C:2]([F:7])([F:6])[C:3]([OH:5])=[O:4].[Cl:8][C:9]1[N:10]=[CH:11][N:12]([C:14]2[CH:19]=[CH:18][C:17]([NH:20][C:21]3[N:38]=[C:24]4[CH:25]([C:31]5[CH:36]=[CH:35][C:34]([F:37])=[CH:33][CH:32]=5)[CH2:26][C:27](=[O:30])[CH2:28][CH2:29][N:23]4[N:22]=3)=[CH:16][C:15]=2[O:39][CH3:40])[CH:13]=1.[CH2:41](O)[CH2:42][OH:43].O.CC1C=CC(S(O)(=O)=O)=CC=1.C(O)(C(F)(F)F)=O. (2) Given the product [NH:1]1[C:5]2=[N:6][CH:7]=[CH:8][CH:9]=[C:4]2[C:3]([CH:10]=[C:18]2[S:12][C:13](=[S:14])[NH:15][C:16]2=[O:17])=[CH:2]1, predict the reactants needed to synthesize it. The reactants are: [NH:1]1[C:5]2=[N:6][CH:7]=[CH:8][CH:9]=[C:4]2[C:3]([CH:10]=O)=[CH:2]1.[S:12]1[CH2:18][C:16](=[O:17])[NH:15][C:13]1=[S:14].C([O-])(=O)C.[Na+].O. (3) Given the product [CH2:1]([O:8][C:9]1[CH:10]=[C:11]([C:23]2[O:24][C:25]3[CH:34]=[CH:33][C:32]([NH:35][C:36](=[NH:38])[CH3:37])=[CH:31][C:26]=3[C:27](=[O:30])[C:28]=2[OH:29])[CH:12]=[CH:13][C:14]=1[O:15][CH2:16][C:17]1[CH:22]=[CH:21][CH:20]=[CH:19][CH:18]=1)[C:2]1[CH:7]=[CH:6][CH:5]=[CH:4][CH:3]=1, predict the reactants needed to synthesize it. The reactants are: [CH2:1]([O:8][C:9]1[CH:10]=[C:11]([C:23]2[O:24][C:25]3[CH:34]=[CH:33][C:32]([NH2:35])=[CH:31][C:26]=3[C:27](=[O:30])[C:28]=2[OH:29])[CH:12]=[CH:13][C:14]=1[O:15][CH2:16][C:17]1[CH:22]=[CH:21][CH:20]=[CH:19][CH:18]=1)[C:2]1[CH:7]=[CH:6][CH:5]=[CH:4][CH:3]=1.[C:36](#[N:38])[CH3:37]. (4) Given the product [CH3:34][N:17]([CH3:16])[S:18]([C:21]1[CH:22]=[C:23]([CH:27]=[C:28]([C:30]([F:33])([F:32])[F:31])[CH:29]=1)[C:24]([N:2]([CH3:1])[C:3]1[CH:4]=[N:5][CH:6]=[CH:7][C:8]=1[C:9]1[CH:14]=[CH:13][CH:12]=[CH:11][C:10]=1[CH3:15])=[O:26])(=[O:19])=[O:20], predict the reactants needed to synthesize it. The reactants are: [CH3:1][NH:2][C:3]1[CH:4]=[N:5][CH:6]=[CH:7][C:8]=1[C:9]1[CH:14]=[CH:13][CH:12]=[CH:11][C:10]=1[CH3:15].[CH3:16][N:17]([CH3:34])[S:18]([C:21]1[CH:22]=[C:23]([CH:27]=[C:28]([C:30]([F:33])([F:32])[F:31])[CH:29]=1)[C:24]([OH:26])=O)(=[O:20])=[O:19]. (5) Given the product [NH:11]1[C:15]2=[N:16][CH:17]=[CH:18][CH:19]=[C:14]2[C:13]([CH2:20][NH:1][C:2]2[N:10]=[CH:9][CH:8]=[CH:7][C:3]=2[C:4]([OH:6])=[O:5])=[CH:12]1, predict the reactants needed to synthesize it. The reactants are: [NH2:1][C:2]1[N:10]=[CH:9][CH:8]=[CH:7][C:3]=1[C:4]([OH:6])=[O:5].[NH:11]1[C:15]2=[N:16][CH:17]=[CH:18][CH:19]=[C:14]2[C:13]([CH:20]=O)=[CH:12]1.[BH4-].[Na+].CO.